Regression. Given a peptide amino acid sequence and an MHC pseudo amino acid sequence, predict their binding affinity value. This is MHC class I binding data. From a dataset of Peptide-MHC class I binding affinity with 185,985 pairs from IEDB/IMGT. (1) The peptide sequence is IPKRNRSIL. The MHC is HLA-A03:01 with pseudo-sequence HLA-A03:01. The binding affinity (normalized) is 0.0847. (2) The binding affinity (normalized) is 1.00. The peptide sequence is KVKSYNYML. The MHC is HLA-A30:01 with pseudo-sequence HLA-A30:01. (3) The peptide sequence is GLKRGGVLL. The binding affinity (normalized) is 0.0847. The MHC is HLA-A30:01 with pseudo-sequence HLA-A30:01. (4) The peptide sequence is KVIEKMEVL. The MHC is HLA-A01:01 with pseudo-sequence HLA-A01:01. The binding affinity (normalized) is 0.0847. (5) The peptide sequence is FGSGWTWVV. The MHC is HLA-A03:01 with pseudo-sequence HLA-A03:01. The binding affinity (normalized) is 0.0847. (6) The peptide sequence is SPMETTAEF. The MHC is HLA-A02:01 with pseudo-sequence HLA-A02:01. The binding affinity (normalized) is 0.0847. (7) The peptide sequence is VTRPLRTMV. The MHC is HLA-A30:01 with pseudo-sequence HLA-A30:01. The binding affinity (normalized) is 0.0847. (8) The peptide sequence is RYSNFAWYF. The MHC is HLA-B18:01 with pseudo-sequence HLA-B18:01. The binding affinity (normalized) is 0.0847.